This data is from Forward reaction prediction with 1.9M reactions from USPTO patents (1976-2016). The task is: Predict the product of the given reaction. (1) Given the reactants C(O[BH-](OC(=O)C)OC(=O)C)(=O)C.[Na+].FC(F)(F)C(O)=O.[CH2:22]([N:24]1[CH2:29][CH2:28][NH:27][CH2:26][CH2:25]1)[CH3:23].[F:30][C:31]1[C:36]([O:37][CH3:38])=[CH:35][C:34]([O:39][CH3:40])=[C:33]([F:41])[C:32]=1[N:42]1[CH2:47][C:46]2[CH:48]=[N:49][C:50]3[N:54]([S:55]([C:58]4[CH:63]=[CH:62][CH:61]=[CH:60][CH:59]=4)(=[O:57])=[O:56])[C:53]([CH:64]=O)=[CH:52][C:51]=3[C:45]=2[N:44]([CH3:66])[C:43]1=[O:67].C([O-])(O)=O.[Na+], predict the reaction product. The product is: [F:30][C:31]1[C:36]([O:37][CH3:38])=[CH:35][C:34]([O:39][CH3:40])=[C:33]([F:41])[C:32]=1[N:42]1[CH2:47][C:46]2[CH:48]=[N:49][C:50]3[N:54]([S:55]([C:58]4[CH:59]=[CH:60][CH:61]=[CH:62][CH:63]=4)(=[O:56])=[O:57])[C:53]([CH2:64][N:27]4[CH2:28][CH2:29][N:24]([CH2:22][CH3:23])[CH2:25][CH2:26]4)=[CH:52][C:51]=3[C:45]=2[N:44]([CH3:66])[C:43]1=[O:67]. (2) Given the reactants [N:1]1([CH2:6][CH2:7][OH:8])[CH:5]=[CH:4][N:3]=[N:2]1.[H-].[Na+].I[CH2:12][C:13]1[CH:18]=[CH:17][C:16]([N+:19]([O-:21])=[O:20])=[CH:15][CH:14]=1.O, predict the reaction product. The product is: [N+:19]([C:16]1[CH:17]=[CH:18][C:13]([CH2:12][O:8][CH2:7][CH2:6][N:1]2[CH:5]=[CH:4][N:3]=[N:2]2)=[CH:14][CH:15]=1)([O-:21])=[O:20]. (3) Given the reactants [N:1]1[C:6](C)=[CH:5][CH:4]=[CH:3][C:2]=1[CH3:8].[CH3:9][S:10]([C:12]1[CH:17]=[CH:16][C:15]([C:18]2([C:24]#[N:25])[CH2:23][CH2:22][O:21][CH2:20][CH2:19]2)=[CH:14][CH:13]=1)=O.FC(F)(F)C(OC(=O)C(F)(F)F)=O.C(=O)([O-])[O-].[K+].[K+].ClCCCN1CCCC1, predict the reaction product. The product is: [N:1]1([CH2:2][CH2:8][CH2:9][S:10][C:12]2[CH:17]=[CH:16][C:15]([C:18]3([C:24]#[N:25])[CH2:23][CH2:22][O:21][CH2:20][CH2:19]3)=[CH:14][CH:13]=2)[CH2:3][CH2:4][CH2:5][CH2:6]1. (4) Given the reactants [CH3:1][O:2][C:3]1[CH:40]=[CH:39][C:6]([CH2:7][N:8]([CH2:30][C:31]2[CH:36]=[CH:35][C:34]([O:37][CH3:38])=[CH:33][CH:32]=2)[C:9]2[N:14]=[CH:13][C:12]([C:15]3[C:16]4[CH2:29][CH2:28][NH:27][C:17]=4[N:18]=[C:19]([N:21]4[CH2:26][CH2:25][O:24][CH2:23][CH2:22]4)[N:20]=3)=[CH:11][N:10]=2)=[CH:5][CH:4]=1.Br[C:42]1[CH:43]=[C:44]([CH2:48][CH2:49][C:50]([N:52]2[CH2:57][CH2:56][N:55]([CH3:58])[CH2:54][CH2:53]2)=[O:51])[CH:45]=[CH:46][CH:47]=1, predict the reaction product. The product is: [CH3:38][O:37][C:34]1[CH:33]=[CH:32][C:31]([CH2:30][N:8]([CH2:7][C:6]2[CH:5]=[CH:4][C:3]([O:2][CH3:1])=[CH:40][CH:39]=2)[C:9]2[N:10]=[CH:11][C:12]([C:15]3[C:16]4[CH2:29][CH2:28][N:27]([C:42]5[CH:43]=[C:44]([CH2:48][CH2:49][C:50]([N:52]6[CH2:53][CH2:54][N:55]([CH3:58])[CH2:56][CH2:57]6)=[O:51])[CH:45]=[CH:46][CH:47]=5)[C:17]=4[N:18]=[C:19]([N:21]4[CH2:26][CH2:25][O:24][CH2:23][CH2:22]4)[N:20]=3)=[CH:13][N:14]=2)=[CH:36][CH:35]=1.